Dataset: Forward reaction prediction with 1.9M reactions from USPTO patents (1976-2016). Task: Predict the product of the given reaction. The product is: [S:3]1[C:4]2[CH:9]([C:10]#[N:11])[CH2:8][CH2:7][C:5]=2[N:6]=[CH:2]1. Given the reactants N[C:2]1[S:3][C:4]2[CH:9]([C:10]#[N:11])[CH2:8][CH2:7][C:5]=2[N:6]=1.N(OC(C)(C)C)=O, predict the reaction product.